Predict the reaction yield, written as a fraction of the theoretical maximum amount of product (1.0 means a 100% yield; for example, 0.34 means a 34% yield). From a dataset of Reaction yield outcomes from USPTO patents with 853,638 reactions. (1) The reactants are [Li]CCCC.[C:6](#[N:8])[CH3:7].[C:9](OC)(=[O:16])[C:10]1[CH:15]=[CH:14][CH:13]=[CH:12][CH:11]=1.C(#N)C.C(=O)=O. The catalyst is C1COCC1. The product is [O:16]=[C:9]([C:10]1[CH:15]=[CH:14][CH:13]=[CH:12][CH:11]=1)[CH2:7][C:6]#[N:8]. The yield is 1.00. (2) The reactants are FC(F)(F)S(O[C:7]1[CH:12]=[CH:11][C:10]([C:13]([CH3:19])([CH3:18])[C:14]([F:17])([F:16])[F:15])=[CH:9][CH:8]=1)(=O)=O.[C:22]([B-](F)(F)F)([CH3:24])=[CH2:23].[K+].C(N(CC)CC)C. The catalyst is C(O)CC.C1C=CC(P(C2C=CC=CC=2)[C-]2C=CC=C2)=CC=1.C1C=CC(P(C2C=CC=CC=2)[C-]2C=CC=C2)=CC=1.Cl[Pd]Cl.[Fe+2].C(Cl)Cl. The product is [C:22]([C:7]1[CH:12]=[CH:11][C:10]([C:13]([CH3:19])([CH3:18])[C:14]([F:17])([F:16])[F:15])=[CH:9][CH:8]=1)([CH3:24])=[CH2:23]. The yield is 0.700. (3) The reactants are [Br:1][C:2]1[CH:3]=[C:4]([CH:8]=[O:9])[S:5][C:6]=1Br.C(=O)([O-])[O-].[K+].[K+].[F:16][C:17]1[CH:18]=[C:19]([SH:23])[CH:20]=[CH:21][CH:22]=1.O. The catalyst is CN(C)C=O. The product is [Br:1][C:2]1[CH:3]=[C:4]([CH:8]=[O:9])[S:5][C:6]=1[S:23][C:19]1[CH:20]=[CH:21][CH:22]=[C:17]([F:16])[CH:18]=1. The yield is 0.990. (4) The reactants are [CH3:1][C:2]1[N:7]=[C:6]([C:8]#[C:9][C:10]2[NH:11][O:12][CH:13]3[NH:17][CH2:16][CH2:15][C:14]=23)[CH:5]=[CH:4][CH:3]=1.Cl[C:19]([O:21][CH2:22][CH3:23])=[O:20].O. The catalyst is C(Cl)Cl. The product is [CH2:22]([O:21][C:19]([N:17]1[CH:13]2[CH:14]([C:10]([C:9]#[C:8][C:6]3[CH:5]=[CH:4][CH:3]=[C:2]([CH3:1])[N:7]=3)=[N:11][O:12]2)[CH2:15][CH2:16]1)=[O:20])[CH3:23]. The yield is 0.253. (5) The reactants are Cl.Cl.[Cl:3][C:4]1[CH:20]=[CH:19][C:7]([CH2:8][NH:9][C:10]([C:12]2([NH2:18])[CH2:17][CH2:16][NH:15][CH2:14][CH2:13]2)=[O:11])=[CH:6][CH:5]=1.Cl[C:22]1[C:23]2[CH:30]=[CH:29][NH:28][C:24]=2[N:25]=[CH:26][N:27]=1.C(N(CC)CC)C. The catalyst is C(O)CCC. The product is [Cl:3][C:4]1[CH:5]=[CH:6][C:7]([CH2:8][NH:9][C:10]([C:12]2([NH2:18])[CH2:13][CH2:14][N:15]([C:22]3[C:23]4[CH:30]=[CH:29][NH:28][C:24]=4[N:25]=[CH:26][N:27]=3)[CH2:16][CH2:17]2)=[O:11])=[CH:19][CH:20]=1. The yield is 0.800. (6) The reactants are [Br:1][C:2]1[N:7]=[C:6]2[N:8]([CH:12]3[CH2:17][CH2:16][CH2:15][CH2:14][O:13]3)[N:9]=[C:10]([CH3:11])[C:5]2=[C:4]([CH2:18]OS(C)(=O)=O)[CH:3]=1.[C:24]([O:28][C:29]([N:31]1[CH2:36][C:35]([CH3:38])([CH3:37])[NH:34][CH2:33][C:32]1([CH2:41][CH3:42])[CH2:39][CH3:40])=[O:30])([CH3:27])([CH3:26])[CH3:25].CCN(C(C)C)C(C)C. The catalyst is C1COCC1.O. The product is [C:24]([O:28][C:29]([N:31]1[CH2:36][C:35]([CH3:38])([CH3:37])[N:34]([CH2:18][C:4]2[CH:3]=[C:2]([Br:1])[N:7]=[C:6]3[N:8]([CH:12]4[CH2:17][CH2:16][CH2:15][CH2:14][O:13]4)[N:9]=[C:10]([CH3:11])[C:5]=23)[CH2:33][C:32]1([CH2:41][CH3:42])[CH2:39][CH3:40])=[O:30])([CH3:27])([CH3:26])[CH3:25]. The yield is 0.500. (7) The reactants are [F:1][C:2]1[CH:3]=[C:4]([CH:16]=[CH:17][CH:18]=1)[CH2:5][O:6][C:7]1[CH:15]=[CH:14][C:10]([CH:11]=[N:12][OH:13])=[CH:9][CH:8]=1.ClN1C(=O)CCC1=O.[C:27]([O:31][CH2:32][CH3:33])(=[O:30])[C:28]#[CH:29].C(N(CC)CC)C. The catalyst is CN(C=O)C.CCOCC. The product is [CH2:32]([O:31][C:27]([C:28]1[O:13][N:12]=[C:11]([C:10]2[CH:14]=[CH:15][C:7]([O:6][CH2:5][C:4]3[CH:16]=[CH:17][CH:18]=[C:2]([F:1])[CH:3]=3)=[CH:8][CH:9]=2)[CH:29]=1)=[O:30])[CH3:33]. The yield is 0.0600. (8) The reactants are I[C:2]1[CH:29]=[CH:28][C:5]2[N:6]([CH2:9][C:10]3[CH:15]=[CH:14][C:13]([O:16][CH2:17][C:18]4[CH:19]=[N:20][C:21]([O:24][CH3:25])=[CH:22][CH:23]=4)=[C:12]([O:26][CH3:27])[CH:11]=3)[CH:7]=[N:8][C:4]=2[CH:3]=1.C(=O)([O-])[O-].[K+].[K+].[CH3:36][N:37](C)C=O. The catalyst is [C-]#N.[Zn+2].[C-]#N.C1C=CC([P]([Pd]([P](C2C=CC=CC=2)(C2C=CC=CC=2)C2C=CC=CC=2)([P](C2C=CC=CC=2)(C2C=CC=CC=2)C2C=CC=CC=2)[P](C2C=CC=CC=2)(C2C=CC=CC=2)C2C=CC=CC=2)(C2C=CC=CC=2)C2C=CC=CC=2)=CC=1. The product is [CH3:27][O:26][C:12]1[CH:11]=[C:10]([CH:15]=[CH:14][C:13]=1[O:16][CH2:17][C:18]1[CH:19]=[N:20][C:21]([O:24][CH3:25])=[CH:22][CH:23]=1)[CH2:9][N:6]1[C:5]2[CH:28]=[CH:29][C:2]([C:36]#[N:37])=[CH:3][C:4]=2[N:8]=[CH:7]1. The yield is 0.870. (9) The reactants are Br[C:2]1[CH:3]=[CH:4][C:5]2[N:6]([C:8]([C:12]3[S:13][C:14]([C:23]([O:25][CH2:26][CH3:27])=[O:24])=[C:15]([C:17]4[CH:22]=[CH:21][CH:20]=[CH:19][CH:18]=4)[N:16]=3)=[C:9]([CH3:11])[N:10]=2)[CH:7]=1.[C:28]1(B2OC(C)(C)C(C)(C)O2)[CH2:33][CH2:32][CH2:31][CH2:30][CH:29]=1.C(=O)([O-])[O-].[Cs+].[Cs+]. The catalyst is COCCOC.O. The product is [C:28]1([C:2]2[CH:3]=[CH:4][C:5]3[N:6]([C:8]([C:12]4[S:13][C:14]([C:23]([O:25][CH2:26][CH3:27])=[O:24])=[C:15]([C:17]5[CH:22]=[CH:21][CH:20]=[CH:19][CH:18]=5)[N:16]=4)=[C:9]([CH3:11])[N:10]=3)[CH:7]=2)[CH2:33][CH2:32][CH2:31][CH2:30][CH:29]=1. The yield is 0.840. (10) The reactants are C[O:2][C:3](=O)[C:4]1[CH:9]=[CH:8][C:7]([NH:10][CH2:11][C:12]2[C:13]([C:18]3[CH:23]=[CH:22][CH:21]=[C:20]([F:24])[CH:19]=3)=[N:14][O:15][C:16]=2[CH3:17])=[N:6][CH:5]=1.[CH:26]1([NH2:29])[CH2:28][CH2:27]1. No catalyst specified. The product is [CH:26]1([NH:29][C:3](=[O:2])[C:4]2[CH:9]=[CH:8][C:7]([NH:10][CH2:11][C:12]3[C:13]([C:18]4[CH:23]=[CH:22][CH:21]=[C:20]([F:24])[CH:19]=4)=[N:14][O:15][C:16]=3[CH3:17])=[N:6][CH:5]=2)[CH2:28][CH2:27]1. The yield is 0.840.